This data is from Catalyst prediction with 721,799 reactions and 888 catalyst types from USPTO. The task is: Predict which catalyst facilitates the given reaction. (1) Reactant: [C:1]([C:5]1[CH:9]=[C:8]([CH2:10][NH2:11])[N:7]([C:12]2[CH:17]=[CH:16][CH:15]=[C:14]([Cl:18])[CH:13]=2)[N:6]=1)([CH3:4])([CH3:3])[CH3:2].C(=O)([O-])[O-].[K+].[K+].Cl[C:26]([O:28][C:29]1[CH:34]=[CH:33][CH:32]=[CH:31][CH:30]=1)=[O:27].C(OCC)(=O)C.CCCCCC. Product: [C:1]([C:5]1[CH:9]=[C:8]([CH2:10][NH:11][C:26](=[O:27])[O:28][C:29]2[CH:34]=[CH:33][CH:32]=[CH:31][CH:30]=2)[N:7]([C:12]2[CH:17]=[CH:16][CH:15]=[C:14]([Cl:18])[CH:13]=2)[N:6]=1)([CH3:4])([CH3:2])[CH3:3]. The catalyst class is: 3. (2) Reactant: [C:1]([O:5][C:6]([N:8]1[CH2:13][CH2:12][CH:11]([OH:14])[CH2:10][CH2:9]1)=[O:7])([CH3:4])([CH3:3])[CH3:2].[CH3:15][C:16]1[CH:17]=[C:18](O)[CH:19]=[CH:20][C:21]=1[N+:22]([O-:24])=[O:23].C1(P(C2C=CC=CC=2)C2C=CC=CC=2)C=CC=CC=1.N(C(OCC)=O)=NC(OCC)=O. Product: [C:1]([O:5][C:6]([N:8]1[CH2:13][CH2:12][CH:11]([O:14][C:18]2[CH:19]=[CH:20][C:21]([N+:22]([O-:24])=[O:23])=[C:16]([CH3:15])[CH:17]=2)[CH2:10][CH2:9]1)=[O:7])([CH3:4])([CH3:2])[CH3:3]. The catalyst class is: 4. (3) Reactant: [CH2:1]([NH:4][C:5]1[CH:10]=[CH:9][C:8]([Cl:11])=[CH:7][C:6]=1[C:12]([C:14]1[CH:19]=[CH:18][CH:17]=[CH:16][C:15]=1[O:20][CH3:21])=[O:13])[CH:2]=[CH2:3].C(=O)(O)[O-].[Na+].Cl[C:28](=[O:36])/[CH:29]=[CH:30]/[C:31]([O:33][CH2:34][CH3:35])=[O:32]. Product: [CH2:1]([N:4]([C:5]1[CH:10]=[CH:9][C:8]([Cl:11])=[CH:7][C:6]=1[C:12](=[O:13])[C:14]1[CH:19]=[CH:18][CH:17]=[CH:16][C:15]=1[O:20][CH3:21])[C:28](=[O:36])/[CH:29]=[CH:30]/[C:31]([O:33][CH2:34][CH3:35])=[O:32])[CH:2]=[CH2:3]. The catalyst class is: 13. (4) Reactant: [CH3:1][N:2]1[CH2:7][CH2:6][N:5]([CH2:8][C:9]([N:11]2[C:19]3[C:14](=[CH:15][C:16]([N+:20]([O-])=O)=[CH:17][CH:18]=3)[CH:13]=[CH:12]2)=[O:10])[CH2:4][CH2:3]1. Product: [NH2:20][C:16]1[CH:15]=[C:14]2[C:19](=[CH:18][CH:17]=1)[N:11]([C:9](=[O:10])[CH2:8][N:5]1[CH2:6][CH2:7][N:2]([CH3:1])[CH2:3][CH2:4]1)[CH:12]=[CH:13]2. The catalyst class is: 43.